From a dataset of Reaction yield outcomes from USPTO patents with 853,638 reactions. Predict the reaction yield, written as a fraction of the theoretical maximum amount of product (1.0 means a 100% yield; for example, 0.34 means a 34% yield). (1) The product is [Cl:12][C:7]1[C:6]([CH2:5][C:4]([OH:13])=[O:3])=[CH:11][N:10]=[CH:9][N:8]=1. The catalyst is O.C(O)C. The yield is 0.830. The reactants are C([O:3][C:4](=[O:13])[CH2:5][C:6]1[C:7]([Cl:12])=[N:8][CH:9]=[N:10][CH:11]=1)C.O.[OH-].[Li+]. (2) The reactants are C(=O)([O-])[O-].[K+].[K+].Br[CH2:8][C:9]1[CH:21]=[CH:20][C:19]([C:22]([F:25])([F:24])[F:23])=[CH:18][C:10]=1[C:11]([O:13][C:14]([CH3:17])([CH3:16])[CH3:15])=[O:12].[I:26][C:27]1[CH:32]=[CH:31][C:30]([OH:33])=[CH:29][CH:28]=1.O. The catalyst is CN(C)C=O. The product is [I:26][C:27]1[CH:32]=[CH:31][C:30]([O:33][CH2:8][C:9]2[CH:21]=[CH:20][C:19]([C:22]([F:25])([F:24])[F:23])=[CH:18][C:10]=2[C:11]([O:13][C:14]([CH3:17])([CH3:16])[CH3:15])=[O:12])=[CH:29][CH:28]=1. The yield is 0.940. (3) The reactants are [O:1]=O.[Br:3][C:4]1[CH:16]=[CH:15][C:14]2[C:13]3[C:8](=[CH:9][C:10]([Br:17])=[CH:11][CH:12]=3)[CH2:7][C:6]=2[CH:5]=1.[OH-].[NH4+].[NH4+].[NH4+].[NH4+].[OH-].[OH-].[OH-].[OH-].[Na+]. The catalyst is C1(C)C=CC=CC=1. The product is [Br:3][C:4]1[C:5](=[O:1])[C:6]2[C:14](=[CH:15][CH:16]=1)[C:13]1[C:8](=[CH:9][C:10]([Br:17])=[CH:11][CH:12]=1)[CH:7]=2. The yield is 0.896. (4) The reactants are C([BH3-])#N.[CH2:4]([O:11][C:12]1[CH:17]=[CH:16][C:15]([C:18](=O)[CH3:19])=[CH:14][CH:13]=1)[C:5]1[CH:10]=[CH:9][CH:8]=[CH:7][CH:6]=1.[NH:21]1[CH2:24][CH:23]([C:25]([OH:27])=[O:26])[CH2:22]1. The catalyst is CO.CC(O)=O. The product is [CH2:4]([O:11][C:12]1[CH:17]=[CH:16][C:15]([CH:18]([N:21]2[CH2:24][CH:23]([C:25]([OH:27])=[O:26])[CH2:22]2)[CH3:19])=[CH:14][CH:13]=1)[C:5]1[CH:10]=[CH:9][CH:8]=[CH:7][CH:6]=1. The yield is 0.0246. (5) The reactants are [CH:1]1([C:4]([C:6]2[CH:11]=[CH:10][C:9]([C:12]([CH3:20])(C)[C:13](N(C)OC)=O)=[CH:8][CH:7]=2)=[O:5])[CH2:3][CH2:2]1.[BrH:21].[C:22](=[O:25])([O-])[OH:23].[Na+]. The catalyst is O. The product is [Br:21][CH2:3][CH2:2][CH2:1][C:4]([C:6]1[CH:11]=[CH:10][C:9]([C:12]([CH3:20])([CH3:13])[C:22]([OH:23])=[O:25])=[CH:8][CH:7]=1)=[O:5]. The yield is 0.950. (6) The reactants are [Br:1][C:2]1[CH:11]=[C:10]2[C:5]([NH:6][C@@H:7]([CH3:22])[CH2:8][N:9]2[S:12]([C:15]2[CH:21]=[CH:20][C:18]([CH3:19])=[CH:17][CH:16]=2)(=[O:14])=[O:13])=[CH:4][CH:3]=1.N1C=CC=CC=1.[F:29][C:30]([F:41])([F:40])[C:31](O[C:31](=[O:32])[C:30]([F:41])([F:40])[F:29])=[O:32]. The catalyst is ClCCl. The product is [Br:1][C:2]1[CH:11]=[C:10]2[C:5](=[CH:4][CH:3]=1)[N:6]([C:31](=[O:32])[C:30]([F:41])([F:40])[F:29])[C@@H:7]([CH3:22])[CH2:8][N:9]2[S:12]([C:15]1[CH:21]=[CH:20][C:18]([CH3:19])=[CH:17][CH:16]=1)(=[O:13])=[O:14]. The yield is 0.990. (7) The reactants are Cl[C:2]1[CH:3]=[C:4]([NH:12][C:13]2[N:14]=[CH:15][C:16]3[CH2:17][C:18](=[O:32])[NH:19][C:20]4[CH:27]=[C:26]([C:28]([F:31])([F:30])[F:29])[CH:25]=[CH:24][C:21]=4[C:22]=3[N:23]=2)[C:5]([C:8]([F:11])([F:10])[F:9])=[N:6][CH:7]=1.[CH2:33]([N:36]([CH3:38])[CH3:37])[C:34]#[CH:35].C(=O)([O-])[O-].[Cs+].[Cs+].CC(C1C=C(C(C)C)C(C2C=CC=CC=2P(C2CCCCC2)C2CCCCC2)=C(C(C)C)C=1)C. The catalyst is CN(C=O)C.CC#N.CC#N.Cl[Pd]Cl. The product is [CH3:37][N:36]([CH3:38])[CH2:33][C:34]#[C:35][C:2]1[CH:3]=[C:4]([NH:12][C:13]2[N:14]=[CH:15][C:16]3[CH2:17][C:18](=[O:32])[NH:19][C:20]4[CH:27]=[C:26]([C:28]([F:31])([F:29])[F:30])[CH:25]=[CH:24][C:21]=4[C:22]=3[N:23]=2)[C:5]([C:8]([F:11])([F:9])[F:10])=[N:6][CH:7]=1. The yield is 0.660. (8) The reactants are [Cl:1][C:2]1[CH:3]=[C:4]([C:17]([NH:19][CH3:20])=[O:18])[C:5]2[N:6]([CH:8]([CH3:16])[C:9](O)([C:11]([F:14])([F:13])[F:12])[N:10]=2)[N:7]=1.N1C=CC=CC=1.S(Cl)(Cl)=O. No catalyst specified. The product is [Cl:1][C:2]1[CH:3]=[C:4]([C:17]([NH:19][CH3:20])=[O:18])[C:5]2[N:6]([C:8]([CH3:16])=[C:9]([C:11]([F:13])([F:14])[F:12])[N:10]=2)[N:7]=1. The yield is 0.990.